This data is from Catalyst prediction with 721,799 reactions and 888 catalyst types from USPTO. The task is: Predict which catalyst facilitates the given reaction. (1) Reactant: [C:1]([O:4][C:5]1[C:10]([CH3:11])=[CH:9][C:8]([OH:12])=[C:7]([C:13](=[O:15])[CH3:14])[C:6]=1[CH3:16])(=[O:3])[CH3:2].[C:17]1(=O)[CH2:20][CH2:19][CH2:18]1.N1[CH2:26][CH2:25][CH2:24][CH2:23]1.O. Product: [C:1]([O:4][C:5]1[C:6]([CH3:16])=[C:7]2[C:8](=[CH:9][C:10]=1[CH3:11])[O:12][C:17]1([CH2:20][CH2:19][CH2:18]1)[CH2:14][C:13]2=[O:15])(=[O:3])[CH3:2].[OH:4][C:5]1[C:6]([CH3:16])=[C:7]2[C:8](=[CH:9][C:10]=1[CH3:11])[O:12][C:23]1([CH2:26][CH2:25][CH2:24]1)[CH2:14][C:13]2=[O:15]. The catalyst class is: 133. (2) Reactant: Cl.[F:2][C:3]1[CH:8]=[C:7]([O:9][C:10]([F:13])([F:12])[F:11])[CH:6]=[CH:5][C:4]=1[CH:14]1[CH2:19][CH:18]([C:20]([O:22][CH3:23])=[O:21])[CH2:17][CH2:16][NH:15]1.CCN(C(C)C)C(C)C.[C:33](Cl)(=[O:36])[O:34][CH3:35].Cl. Product: [F:2][C:3]1[CH:8]=[C:7]([O:9][C:10]([F:13])([F:12])[F:11])[CH:6]=[CH:5][C:4]=1[CH:14]1[CH2:19][CH:18]([C:20]([O:22][CH3:23])=[O:21])[CH2:17][CH2:16][N:15]1[C:33]([O:34][CH3:35])=[O:36]. The catalyst class is: 4. (3) Reactant: [OH:1]N1C(=O)CCC1=O.[CH:9]1([N:15]=[C:16]=[N:17][CH:18]2[CH2:23][CH2:22][CH2:21][CH2:20][CH2:19]2)[CH2:14][CH2:13][CH2:12][CH2:11][CH2:10]1.CN(C1C=CC=CN=1)C. Product: [C:16]([NH:15][CH:9]1[CH2:10][CH2:11][CH2:12][CH2:13][CH2:14]1)([NH:17][CH:18]1[CH2:23][CH2:22][CH2:21][CH2:20][CH2:19]1)=[O:1]. The catalyst class is: 1.